This data is from Forward reaction prediction with 1.9M reactions from USPTO patents (1976-2016). The task is: Predict the product of the given reaction. (1) Given the reactants [Cl:1][C:2]1[CH:29]=[CH:28][C:5]2[N:6]([C@@H:23]3[CH2:27][CH2:26][NH:25][CH2:24]3)[C:7]([CH2:9][N:10]3[C:14]4=[CH:15][N:16]=[CH:17][CH:18]=[C:13]4[C:12]([S:19]([CH3:22])(=[O:21])=[O:20])=[N:11]3)=[N:8][C:4]=2[CH:3]=1.FC(F)(F)S(O[CH2:36][C:37]([F:40])([F:39])[F:38])(=O)=O, predict the reaction product. The product is: [Cl:1][C:2]1[CH:29]=[CH:28][C:5]2[N:6]([C@@H:23]3[CH2:27][CH2:26][N:25]([CH2:36][C:37]([F:40])([F:39])[F:38])[CH2:24]3)[C:7]([CH2:9][N:10]3[C:14]4=[CH:15][N:16]=[CH:17][CH:18]=[C:13]4[C:12]([S:19]([CH3:22])(=[O:20])=[O:21])=[N:11]3)=[N:8][C:4]=2[CH:3]=1. (2) Given the reactants Cl[C:2]1[C:7]([NH2:8])=[C:6]([Cl:9])[N:5]=[CH:4][N:3]=1.[O:10]1[CH2:15][CH2:14][CH:13]([CH2:16][NH2:17])[CH2:12][CH2:11]1.C(N(CC)C(C)C)(C)C, predict the reaction product. The product is: [Cl:9][C:6]1[N:5]=[CH:4][N:3]=[C:2]([NH:17][CH2:16][CH:13]2[CH2:14][CH2:15][O:10][CH2:11][CH2:12]2)[C:7]=1[NH2:8].